Dataset: Reaction yield outcomes from USPTO patents with 853,638 reactions. Task: Predict the reaction yield, written as a fraction of the theoretical maximum amount of product (1.0 means a 100% yield; for example, 0.34 means a 34% yield). (1) The reactants are Cl.[NH2:2][C:3]1[CH:4]=[C:5]2[C:11]([C:12]3[CH:13]=[C:14]4[C:18](=[C:19]([C:21]([OH:23])=[O:22])[CH:20]=3)[NH:17][N:16]=[CH:15]4)=[CH:10][NH:9][C:6]2=[CH:7][N:8]=1.[CH2:24]([NH2:31])[C:25]1[CH:30]=[CH:29][CH:28]=[CH:27][CH:26]=1.CN(C(ON1N=NC2C=CC=NC1=2)=[N+](C)C)C.F[P-](F)(F)(F)(F)F. The catalyst is CN(C=O)C. The product is [C:21]([OH:23])(=[O:22])[CH3:19].[CH2:24]([NH:31][C:21]([C:19]1[CH:20]=[C:12]([C:11]2[C:5]3[C:6](=[CH:7][N:8]=[C:3]([NH2:2])[CH:4]=3)[NH:9][CH:10]=2)[CH:13]=[C:14]2[C:18]=1[NH:17][N:16]=[CH:15]2)=[O:23])[C:25]1[CH:30]=[CH:29][CH:28]=[CH:27][CH:26]=1. The yield is 0.230. (2) The product is [Br:1][C:2]1[C:10]2[O:9][CH2:8][CH2:7][C:6]=2[CH:5]=[C:4]([CH:11]([C:22]2[CH:23]=[CH:24][C:19]([F:18])=[CH:20][CH:21]=2)[OH:12])[CH:3]=1. The catalyst is CO. The yield is 1.00. The reactants are [Br:1][C:2]1[C:10]2[O:9][CH2:8][CH2:7][C:6]=2[CH:5]=[C:4]([CH:11]=[O:12])[CH:3]=1.C1COCC1.[F:18][C:19]1[CH:24]=[CH:23][C:22]([Mg]Br)=[CH:21][CH:20]=1. (3) The reactants are C(Cl)(=O)C.[NH:5]1[C:9]2=[N:10][CH:11]=[CH:12][CH:13]=[C:8]2[C:7]([C:14]2(O)[CH2:19][CH2:18][CH2:17][NH:16][CH2:15]2)=[CH:6]1. The catalyst is CCO. The product is [NH:16]1[CH2:17][CH2:18][CH:19]=[C:14]([C:7]2[C:8]3[C:9](=[N:10][CH:11]=[CH:12][CH:13]=3)[NH:5][CH:6]=2)[CH2:15]1. The yield is 0.441. (4) The reactants are [F:1][C:2]1[CH:3]=[C:4]([CH:9]2[CH2:13][CH2:12][NH:11][CH2:10]2)[CH:5]=[CH:6][C:7]=1[F:8].O.[OH-].[Na+].[CH:17](O)=O. The catalyst is C=O. The product is [F:1][C:2]1[CH:3]=[C:4]([CH:9]2[CH2:13][CH2:12][N:11]([CH3:17])[CH2:10]2)[CH:5]=[CH:6][C:7]=1[F:8]. The yield is 0.570. (5) The reactants are [Br:1][C:2]1[N:7]=[C:6]([NH:8][C:9]2[S:10][C:11](Br)=[CH:12][N:13]=2)[CH:5]=[CH:4][CH:3]=1.[C:15]([C:18]1[CH:19]=[C:20]([SH:25])[CH:21]=[CH:22][C:23]=1[CH3:24])([OH:17])=[O:16].C[O-].[Na+]. The catalyst is CO.C1COCC1. The product is [Br:1][C:2]1[N:7]=[C:6]([NH:8][C:9]2[S:10][C:11]([S:25][C:20]3[CH:21]=[CH:22][C:23]([CH3:24])=[C:18]([CH:19]=3)[C:15]([OH:17])=[O:16])=[CH:12][N:13]=2)[CH:5]=[CH:4][CH:3]=1. The yield is 0.810.